From a dataset of Reaction yield outcomes from USPTO patents with 853,638 reactions. Predict the reaction yield, written as a fraction of the theoretical maximum amount of product (1.0 means a 100% yield; for example, 0.34 means a 34% yield). The reactants are [CH3:1][O:2][C:3]1[CH:15]=[C:14]([O:16][CH3:17])[CH:13]=[CH:12][C:4]=1[CH2:5][NH:6][C:7]1[S:11][N:10]=[CH:9][N:8]=1.C[Si]([N-][Si](C)(C)C)(C)C.[Li+].[Cl:28][C:29]1[CH:34]=[CH:33][C:32]([C:35]2[C:44]3[C:39](=[CH:40][C:41]([S:45](OC4C(F)=C(F)C(F)=C(F)C=4F)(=[O:47])=[O:46])=[CH:42][CH:43]=3)[CH:38]=[CH:37][N:36]=2)=[C:31]([O:60][CH3:61])[CH:30]=1. The catalyst is C1COCC1.[Cl-].[NH4+].O. The product is [Cl:28][C:29]1[CH:34]=[CH:33][C:32]([C:35]2[C:44]3[C:39](=[CH:40][C:41]([S:45]([N:6]([CH2:5][C:4]4[CH:12]=[CH:13][C:14]([O:16][CH3:17])=[CH:15][C:3]=4[O:2][CH3:1])[C:7]4[S:11][N:10]=[CH:9][N:8]=4)(=[O:47])=[O:46])=[CH:42][CH:43]=3)[CH:38]=[CH:37][N:36]=2)=[C:31]([O:60][CH3:61])[CH:30]=1. The yield is 0.960.